From a dataset of Forward reaction prediction with 1.9M reactions from USPTO patents (1976-2016). Predict the product of the given reaction. (1) Given the reactants Br[C:2]1[CH:11]=[C:10]2[C:5]([CH2:6][CH2:7][NH:8][CH2:9]2)=[CH:4][CH:3]=1.B(O)O, predict the reaction product. The product is: [N:8]1[CH:9]=[CH:10][CH:5]=[C:6]([C:2]2[CH:11]=[C:10]3[C:5]([CH2:6][CH2:7][NH:8][CH2:9]3)=[CH:4][CH:3]=2)[CH:7]=1. (2) The product is: [CH3:1][O:2][C:3]([C:5]1[C:10]([Br:11])=[C:9]([N:14]=[N+:15]=[N-:16])[CH:8]=[C:7]([Cl:13])[N:6]=1)=[O:4]. Given the reactants [CH3:1][O:2][C:3]([C:5]1[C:10]([Br:11])=[C:9](Cl)[CH:8]=[C:7]([Cl:13])[N:6]=1)=[O:4].[N-:14]=[N+:15]=[N-:16].[Na+].O, predict the reaction product. (3) The product is: [CH2:9]1[C:10]2[C:5](=[CH:4][CH:3]=[CH:2][CH:1]=2)[CH2:6][CH2:7][CH2:8]1.[CH2:9]1[CH:10]2[CH:5]([CH2:4][CH2:3][CH2:2][CH2:1]2)[CH2:6][CH2:7][CH2:8]1. Given the reactants [CH:1]1[C:10]2[C:5](=[CH:6][CH:7]=[CH:8][CH:9]=2)[CH:4]=[CH:3][CH:2]=1, predict the reaction product. (4) The product is: [CH2:25]([O:24][C:23]1[N:22]=[CH:21][CH:20]=[C:10]2[C:9]=1[C:3]1[CH:4]=[C:5]([F:8])[CH:6]=[CH:7][C:2]=1[NH:13][C:11]2=[O:12])[CH3:26]. Given the reactants N[C:2]1[CH:7]=[CH:6][C:5]([F:8])=[CH:4][C:3]=1[C:9]1[C:23]([O:24][CH2:25][CH3:26])=[N:22][CH:21]=[CH:20][C:10]=1[C:11]([N:13](C(C)C)C(C)C)=[O:12].C[Si](C)(C)N[Si](C)(C)C.[Na].CO, predict the reaction product.